Dataset: Peptide-MHC class I binding affinity with 185,985 pairs from IEDB/IMGT. Task: Regression. Given a peptide amino acid sequence and an MHC pseudo amino acid sequence, predict their binding affinity value. This is MHC class I binding data. (1) The peptide sequence is EDFEIFYNL. The MHC is HLA-B58:01 with pseudo-sequence HLA-B58:01. The binding affinity (normalized) is 0.213. (2) The MHC is HLA-A31:01 with pseudo-sequence HLA-A31:01. The peptide sequence is ATFRLECPY. The binding affinity (normalized) is 0.337. (3) The peptide sequence is CTHLEGKIIIV. The MHC is Mamu-A02 with pseudo-sequence Mamu-A02. The binding affinity (normalized) is 0.572. (4) The peptide sequence is MTACDDGRR. The MHC is HLA-A02:01 with pseudo-sequence HLA-A02:01. The binding affinity (normalized) is 0.0495.